Predict which catalyst facilitates the given reaction. From a dataset of Catalyst prediction with 721,799 reactions and 888 catalyst types from USPTO. (1) Reactant: [CH:1]([NH:4][C:5]([C:7]1[CH:8]=[C:9](B(O)O)[CH:10]=[CH:11][CH:12]=1)=[O:6])([CH3:3])[CH3:2].P([O-])([O-])([O-])=O.[K+].[K+].[K+].Br[C:25]1[C:33]2[C:28](=[N:29][C:30]([NH2:34])=[N:31][CH:32]=2)[N:27]([CH3:35])[N:26]=1.C1(P(C2CCCCC2)C2CCCCC2)CCCCC1.B(O)O. Product: [NH2:34][C:30]1[N:29]=[C:28]2[N:27]([CH3:35])[N:26]=[C:25]([C:9]3[CH:8]=[C:7]([CH:12]=[CH:11][CH:10]=3)[C:5]([NH:4][CH:1]([CH3:3])[CH3:2])=[O:6])[C:33]2=[CH:32][N:31]=1. The catalyst class is: 62. (2) Reactant: [Cl-].[Ca+2].[Cl-].[BH4-].[Na+].[CH2:6]([NH:13][CH2:14][CH:15]([CH:20]([C:22]1[CH:27]=[CH:26][C:25]([Cl:28])=[C:24]([F:29])[CH:23]=1)[OH:21])[C:16](OC)=[O:17])[C:7]1[CH:12]=[CH:11][CH:10]=[CH:9][CH:8]=1.Cl.[OH-].[Na+]. Product: [CH2:6]([NH:13][CH2:14][CH:15]([CH2:16][OH:17])[CH:20]([C:22]1[CH:27]=[CH:26][C:25]([Cl:28])=[C:24]([F:29])[CH:23]=1)[OH:21])[C:7]1[CH:12]=[CH:11][CH:10]=[CH:9][CH:8]=1. The catalyst class is: 219. (3) Reactant: [NH2:1][C:2]1[CH:7]=[CH:6][C:5]([O:8][C:9]2[CH:26]=[CH:25][C:12]3[CH2:13][CH2:14][N:15]([C:18]([O:20][C:21]([CH3:24])([CH3:23])[CH3:22])=[O:19])[CH2:16][CH2:17][C:11]=3[CH:10]=2)=[C:4]([F:27])[CH:3]=1.C(N(CC)CC)C.[C:35](Cl)(=[O:37])[CH3:36]. Product: [C:35]([NH:1][C:2]1[CH:7]=[CH:6][C:5]([O:8][C:9]2[CH:26]=[CH:25][C:12]3[CH2:13][CH2:14][N:15]([C:18]([O:20][C:21]([CH3:24])([CH3:22])[CH3:23])=[O:19])[CH2:16][CH2:17][C:11]=3[CH:10]=2)=[C:4]([F:27])[CH:3]=1)(=[O:37])[CH3:36]. The catalyst class is: 4.